This data is from Reaction yield outcomes from USPTO patents with 853,638 reactions. The task is: Predict the reaction yield, written as a fraction of the theoretical maximum amount of product (1.0 means a 100% yield; for example, 0.34 means a 34% yield). (1) The reactants are Cl.[NH:2]([CH:4]1[CH2:9][CH2:8][CH:7]([OH:10])[CH2:6][CH2:5]1)[NH2:3].[CH2:11]([O:13][C:14](=[O:26])[C:15](=[CH:22][N:23](C)C)[C:16](=O)[C:17]([F:20])([F:19])[F:18])[CH3:12].C([O-])(=O)C.[Na+]. The catalyst is C(O)C. The product is [CH2:11]([O:13][C:14]([C:15]1[CH:22]=[N:3][N:2]([C@H:4]2[CH2:9][CH2:8][C@@H:7]([OH:10])[CH2:6][CH2:5]2)[C:16]=1[C:17]([F:18])([F:19])[F:20])=[O:26])[CH3:12].[CH2:11]([O:13][C:14]([C:15]1[CH:22]=[N:23][N:2]([C@H:4]2[CH2:9][CH2:8][C@H:7]([OH:10])[CH2:6][CH2:5]2)[C:16]=1[C:17]([F:20])([F:19])[F:18])=[O:26])[CH3:12]. The yield is 0.270. (2) The product is [CH2:14]([NH:21][S:10]([C:7]1[CH:8]=[CH:9][C:4]([N+:1]([O-:3])=[O:2])=[CH:5][CH:6]=1)(=[O:12])=[O:11])[C:15]1[CH:20]=[CH:19][CH:18]=[CH:17][CH:16]=1. The reactants are [N+:1]([C:4]1[CH:9]=[CH:8][C:7]([S:10](Cl)(=[O:12])=[O:11])=[CH:6][CH:5]=1)([O-:3])=[O:2].[CH2:14]([NH2:21])[C:15]1[CH:20]=[CH:19][CH:18]=[CH:17][CH:16]=1.C(N(CC)CC)C. The catalyst is C(Cl)Cl. The yield is 0.900. (3) The reactants are [CH3:1][C:2]1[CH:11]=[CH:10][C:9]2[C:4](=[N:5][CH:6]=[CH:7][CH:8]=2)[N:3]=1. The catalyst is C(O)C.[Pd]. The product is [CH3:1][C:2]1[CH:11]=[CH:10][C:9]2[CH2:8][CH2:7][CH2:6][NH:5][C:4]=2[N:3]=1. The yield is 0.830. (4) The reactants are [C:1]1([S:7]([C:10]2[CH:11]=[CH:12][C:13]3[O:18][CH2:17][CH2:16][NH:15][C:14]=3[CH:19]=2)(=[O:9])=[O:8])[CH:6]=[CH:5][CH:4]=[CH:3][CH:2]=1.C(=O)(O)[O-].[Na+].[Cl:25][CH2:26][CH2:27][C:28](Cl)=[O:29]. The catalyst is C(OCC)(=O)C. The product is [C:1]1([S:7]([C:10]2[CH:11]=[CH:12][C:13]3[O:18][CH2:17][CH2:16][N:15]([C:28](=[O:29])[CH2:27][CH2:26][Cl:25])[C:14]=3[CH:19]=2)(=[O:9])=[O:8])[CH:2]=[CH:3][CH:4]=[CH:5][CH:6]=1. The yield is 0.990. (5) The reactants are [Cl:1][C:2]1[S:6][C:5]([C:7]([OH:9])=O)=[CH:4][C:3]=1[C:10]1[N:14]([CH3:15])[N:13]=[CH:12][C:11]=1[Cl:16].[NH2:17][C@@H:18]([CH2:31][C:32]1[CH:37]=[CH:36][C:35]([F:38])=[CH:34][CH:33]=1)[CH2:19][N:20]1[C:28](=[O:29])[C:27]2[C:22](=[CH:23][CH:24]=[CH:25][CH:26]=2)[C:21]1=[O:30].CC(OC(N[C@H](C(O)=O)CC1C=CC=CC=1C(F)(F)F)=O)(C)C.C1CN([P+](Br)(N2CCCC2)N2CCCC2)CC1.F[P-](F)(F)(F)(F)F.CCN(C(C)C)C(C)C. The catalyst is C(Cl)(Cl)Cl. The product is [Cl:1][C:2]1[S:6][C:5]([C:7]([NH:17][C@@H:18]([CH2:31][C:32]2[CH:33]=[CH:34][C:35]([F:38])=[CH:36][CH:37]=2)[CH2:19][N:20]2[C:28](=[O:29])[C:27]3[C:22](=[CH:23][CH:24]=[CH:25][CH:26]=3)[C:21]2=[O:30])=[O:9])=[CH:4][C:3]=1[C:10]1[N:14]([CH3:15])[N:13]=[CH:12][C:11]=1[Cl:16]. The yield is 0.170. (6) The reactants are [CH2:1]([O:3][C:4]1[C:16]([O:17][C:18]([F:21])([F:20])[F:19])=[CH:15][CH:14]=[CH:13][C:5]=1[CH2:6][N:7]([CH3:12])[C:8](=[O:11])[CH:9]=[CH2:10])[CH3:2].C(N(C(C)C)CC)(C)C.Br[C:32]1[CH:45]=[N:44][C:35]2[NH:36][C:37](=[O:43])[C:38]([CH3:42])([CH3:41])[NH:39][CH2:40][C:34]=2[CH:33]=1.CC1C=CC=CC=1P(C1C=CC=CC=1C)C1C=CC=CC=1C. The catalyst is C(#N)CC.CN(C=O)C.CC([O-])=O.CC([O-])=O.[Pd+2]. The yield is 0.310. The product is [CH3:41][C:38]1([CH3:42])[C:37](=[O:43])[NH:36][C:35]2[N:44]=[CH:45][C:32](/[CH:10]=[CH:9]/[C:8]([N:7]([CH3:12])[CH2:6][C:5]3[CH:13]=[CH:14][CH:15]=[C:16]([O:17][C:18]([F:19])([F:20])[F:21])[C:4]=3[O:3][CH2:1][CH3:2])=[O:11])=[CH:33][C:34]=2[CH2:40][NH:39]1.